From a dataset of Full USPTO retrosynthesis dataset with 1.9M reactions from patents (1976-2016). Predict the reactants needed to synthesize the given product. (1) Given the product [CH:1]1([C:5]2[N:9]3[CH:10]=[CH:11][N:12]=[C:13]([NH2:14])[C:8]3=[C:7]([C:32]#[C:31][C:25]3[CH:30]=[CH:29][CH:28]=[CH:27][CH:26]=3)[N:6]=2)[CH2:4][CH2:3][CH2:2]1, predict the reactants needed to synthesize it. The reactants are: [CH:1]1([C:5]2[N:9]3[CH:10]=[CH:11][N:12]=[C:13]([NH2:14])[C:8]3=[C:7](I)[N:6]=2)[CH2:4][CH2:3][CH2:2]1.N#N.C(N(CC)CC)C.[C:25]1([C:31]#[CH:32])[CH:30]=[CH:29][CH:28]=[CH:27][CH:26]=1. (2) Given the product [C:27]([C:25]1[N:24]=[CH:23][N:22]=[C:21]([NH:20][C:8]2[CH:9]=[C:10]3[C:15](=[C:6]([NH:5][C:1]([CH3:2])([CH3:3])[CH3:4])[N:7]=2)[C:14](=[O:16])[N:13]([CH2:17][CH2:18][OH:19])[CH:12]=[CH:11]3)[CH:26]=1)(=[O:29])[CH3:28], predict the reactants needed to synthesize it. The reactants are: [C:1]([NH:5][C:6]1[N:7]=[C:8]([NH:20][C:21]2[CH:26]=[C:25]([C:27]([O:29]CC)=[CH2:28])[N:24]=[CH:23][N:22]=2)[CH:9]=[C:10]2[C:15]=1[C:14](=[O:16])[N:13]([CH2:17][CH2:18][OH:19])[CH:12]=[CH:11]2)([CH3:4])([CH3:3])[CH3:2].Cl. (3) Given the product [CH3:12][N:11]([C:9](=[O:10])[C@H:8]([NH:15][C:16](=[O:25])[O:17][CH2:18][C:19]1[CH:20]=[CH:21][CH:22]=[CH:23][CH:24]=1)[CH2:7][O:6][Si:26]([CH3:28])([CH3:27])[C:29]([CH3:32])([CH3:31])[CH3:30])[O:13][CH3:14], predict the reactants needed to synthesize it. The reactants are: N1C=CN=C1.[OH:6][CH2:7][C@@H:8]([NH:15][C:16](=[O:25])[O:17][CH2:18][C:19]1[CH:24]=[CH:23][CH:22]=[CH:21][CH:20]=1)[C:9]([N:11]([O:13][CH3:14])[CH3:12])=[O:10].[Si:26](Cl)([C:29]([CH3:32])([CH3:31])[CH3:30])([CH3:28])[CH3:27].